Task: Predict the reaction yield, written as a fraction of the theoretical maximum amount of product (1.0 means a 100% yield; for example, 0.34 means a 34% yield).. Dataset: Reaction yield outcomes from USPTO patents with 853,638 reactions (1) The reactants are [NH2:1][C:2]1[NH:6][N:5]=[C:4]([CH3:7])[C:3]=1[C:8]1[S:9][C:10]2[CH:16]=[C:15]([S:17](Cl)(=[O:19])=[O:18])[CH:14]=[CH:13][C:11]=2[N:12]=1.[C:21]1([NH:27][NH2:28])[CH:26]=[CH:25][CH:24]=[CH:23][CH:22]=1.C[N:30]1CCOCC1. The catalyst is CO. The product is [C:21]1([NH:27][NH:28][NH:30][S:17]([C:15]2[CH:14]=[CH:13][C:11]3[N:12]=[C:8]([C:3]4[C:4]([CH3:7])=[N:5][NH:6][C:2]=4[NH2:1])[S:9][C:10]=3[CH:16]=2)(=[O:19])=[O:18])[CH:26]=[CH:25][CH:24]=[CH:23][CH:22]=1. The yield is 0.260. (2) The reactants are O[CH:2]=[C:3]1[C:11]2[C:6](=[CH:7][C:8]([C:12]([C:14]3[CH:19]=[CH:18][C:17]([NH:20][C:21]([C:23]4[S:24][C:25]([C:28](=[O:30])[CH3:29])=[CH:26][CH:27]=4)=[O:22])=[CH:16][CH:15]=3)=[O:13])=[CH:9][CH:10]=2)[NH:5][C:4]1=[O:31].[NH2:32][C:33]1[CH:38]=[CH:37][C:36]([N:39]2[CH2:44][CH2:43][O:42][CH2:41][CH2:40]2)=[CH:35][CH:34]=1. The catalyst is C1COCC1. The product is [N:39]1([C:36]2[CH:35]=[CH:34][C:33]([NH:32][CH:2]=[C:3]3[C:11]4[C:6](=[CH:7][C:8]([C:12]([C:14]5[CH:19]=[CH:18][C:17]([NH:20][C:21]([C:23]6[S:24][C:25]([C:28](=[O:30])[CH3:29])=[CH:26][CH:27]=6)=[O:22])=[CH:16][CH:15]=5)=[O:13])=[CH:9][CH:10]=4)[NH:5][C:4]3=[O:31])=[CH:38][CH:37]=2)[CH2:40][CH2:41][O:42][CH2:43][CH2:44]1. The yield is 0.640. (3) The reactants are [H-].[Na+].[F:3][C:4]1[CH:5]=[C:6]([C:10]2[C:14]([CH2:15][OH:16])=[C:13]([CH3:17])[O:12][N:11]=2)[CH:7]=[CH:8][CH:9]=1.Cl[C:19]1[CH:28]=[CH:27][C:22]([C:23]([O:25][CH3:26])=[O:24])=[CH:21][N:20]=1.[Cl-].[Na+]. The catalyst is C1COCC1. The product is [CH3:26][O:25][C:23](=[O:24])[C:22]1[CH:27]=[CH:28][C:19]([O:16][CH2:15][C:14]2[C:10]([C:6]3[CH:7]=[CH:8][CH:9]=[C:4]([F:3])[CH:5]=3)=[N:11][O:12][C:13]=2[CH3:17])=[N:20][CH:21]=1. The yield is 0.680. (4) The reactants are [CH3:1][S:2][C:3]1[N:4]=[CH:5][C:6]2[C:15]3[CH:14]=[CH:13][C:12]([C:16]([O:18][CH3:19])=[O:17])=[CH:11][C:10]=3[NH:9][C:8](=O)[C:7]=2[N:21]=1.O=P(Cl)(Cl)[Cl:24].CCN(C(C)C)C(C)C. The catalyst is C1(C)C=CC=CC=1. The product is [Cl:24][C:8]1[C:7]2[N:21]=[C:3]([S:2][CH3:1])[N:4]=[CH:5][C:6]=2[C:15]2[CH:14]=[CH:13][C:12]([C:16]([O:18][CH3:19])=[O:17])=[CH:11][C:10]=2[N:9]=1. The yield is 0.630.